This data is from Reaction yield outcomes from USPTO patents with 853,638 reactions. The task is: Predict the reaction yield, written as a fraction of the theoretical maximum amount of product (1.0 means a 100% yield; for example, 0.34 means a 34% yield). (1) The reactants are [CH3:1][C@H:2]1[C@@H:7]([N:8]([C:10]2[N:18]=[CH:17][N:16]=[C:15]3[C:11]=2[CH:12]=[CH:13][NH:14]3)[CH3:9])[CH2:6][N:5]([C:19]([CH2:21][C:22]#[N:23])=[O:20])[CH2:4][CH2:3]1.Cl.O.[C:26]([OH:38])(=[O:37])[CH2:27][C:28]([CH2:33][C:34]([OH:36])=[O:35])([C:30]([OH:32])=[O:31])[OH:29].C(=O)(O)[O-].[Na+]. The catalyst is O. The product is [CH3:1][C@H:2]1[C@@H:7]([N:8]([C:10]2[N:18]=[CH:17][N:16]=[C:15]3[C:11]=2[CH:12]=[CH:13][NH:14]3)[CH3:9])[CH2:6][N:5]([C:19]([CH2:21][C:22]#[N:23])=[O:20])[CH2:4][CH2:3]1.[CH2:33]([C:28]([OH:29])([C:30]([OH:32])=[O:31])[CH2:27][C:26]([OH:38])=[O:37])[C:34]([OH:36])=[O:35]. The yield is 0.810. (2) The reactants are [Cl:1][C:2]1[CH:7]=[C:6]([Cl:8])[N:5]=[C:4]([NH:9][C:10]2[CH:15]=[C:14]([F:16])[CH:13]=[CH:12][C:11]=2[N+:17]([O-])=O)[N:3]=1. The catalyst is [Pd].C(OCC)(=O)C. The product is [Cl:8][C:6]1[CH:7]=[C:2]([Cl:1])[N:3]=[C:4]([NH:9][C:10]2[C:11]([NH2:17])=[CH:12][CH:13]=[C:14]([F:16])[CH:15]=2)[N:5]=1. The yield is 0.970. (3) The reactants are [C:1]1([C:7]2[N:11]=[C:10]([N:12]3[CH2:17][CH2:16][N:15]([C:18]([NH:20][C:21]4[CH:22]=[N:23][CH:24]=[CH:25][CH:26]=4)=[O:19])[CH2:14][CH2:13]3)[S:9][N:8]=2)[CH:6]=[CH:5][CH:4]=[CH:3][CH:2]=1.[H-].[Na+].[CH3:29]I.[Cl-].[NH4+]. The catalyst is CN(C)C=O. The product is [CH3:29][N:20]([C:21]1[CH:22]=[N:23][CH:24]=[CH:25][CH:26]=1)[C:18]([N:15]1[CH2:16][CH2:17][N:12]([C:10]2[S:9][N:8]=[C:7]([C:1]3[CH:2]=[CH:3][CH:4]=[CH:5][CH:6]=3)[N:11]=2)[CH2:13][CH2:14]1)=[O:19]. The yield is 0.414. (4) The reactants are CS[C:3]1[N:4]=[C:5]([NH:14][C:15]2[CH:20]=[CH:19][C:18](OC3C=CC=CC=3)=[CH:17][CH:16]=2)[C:6]2[C:12](=[O:13])[NH:11][CH:10]=[CH:9][C:7]=2[N:8]=1.C([N:35]1[CH2:39][CH2:38][C@H:37]([NH2:40])[CH2:36]1)(OC(C)(C)C)=O.[ClH:41].[O:42]1[CH2:47][CH2:46]OCC1. No catalyst specified. The product is [ClH:41].[O:42]([N:14]([C:15]1[CH:16]=[CH:17][CH:18]=[CH:19][CH:20]=1)[C:5]1[C:6]2[C:12](=[O:13])[NH:11][CH:10]=[CH:9][C:7]=2[N:8]=[C:3]([NH:40][C@H:37]2[CH2:38][CH2:39][NH:35][CH2:36]2)[N:4]=1)[C:47]1[CH:46]=[CH:9][CH:7]=[CH:6][CH:5]=1. The yield is 0.520.